From a dataset of Catalyst prediction with 721,799 reactions and 888 catalyst types from USPTO. Predict which catalyst facilitates the given reaction. Reactant: C([N:8]([CH2:27][CH2:28][O:29][C:30]1[CH:35]=[CH:34][CH:33]=[CH:32][C:31]=1[O:36][CH3:37])[CH2:9][CH:10]([OH:26])[CH2:11][O:12][C:13]1[C:25]2[C:24]3[C:19](=[CH:20][CH:21]=[CH:22][CH:23]=3)[NH:18][C:17]=2[CH:16]=[CH:15][CH:14]=1)C1C=CC=CC=1. Product: [CH:16]1[C:17]2[NH:18][C:19]3[C:24](=[CH:23][CH:22]=[CH:21][CH:20]=3)[C:25]=2[C:13]([O:12][CH2:11][CH:10]([OH:26])[CH2:9][NH:8][CH2:27][CH2:28][O:29][C:30]2[CH:35]=[CH:34][CH:33]=[CH:32][C:31]=2[O:36][CH3:37])=[CH:14][CH:15]=1. The catalyst class is: 19.